This data is from Retrosynthesis with 50K atom-mapped reactions and 10 reaction types from USPTO. The task is: Predict the reactants needed to synthesize the given product. The reactants are: C1CCNCC1.O=C(Nc1ccc(OCCN2CCOCC2)c2ccccc12)c1cccc(Br)c1. Given the product O=C(Nc1ccc(OCCN2CCOCC2)c2ccccc12)c1cccc(N2CCCCC2)c1, predict the reactants needed to synthesize it.